This data is from Catalyst prediction with 721,799 reactions and 888 catalyst types from USPTO. The task is: Predict which catalyst facilitates the given reaction. (1) Reactant: [CH2:1]([NH:8][CH:9]([CH3:23])[CH2:10][N:11]([C:16]([O:18][C:19]([CH3:22])([CH3:21])[CH3:20])=[O:17])[CH2:12][C:13](O)=[O:14])[C:2]1[CH:7]=[CH:6][CH:5]=[CH:4][CH:3]=1.Cl.CN(C)CCCN=C=NCC. Product: [CH2:1]([N:8]1[C:13](=[O:14])[CH2:12][N:11]([C:16]([O:18][C:19]([CH3:22])([CH3:21])[CH3:20])=[O:17])[CH2:10][CH:9]1[CH3:23])[C:2]1[CH:7]=[CH:6][CH:5]=[CH:4][CH:3]=1. The catalyst class is: 3. (2) Reactant: C([Li])CCC.[CH:6]([N:9]([CH:18]([CH3:20])[CH3:19])[C:10](=[O:17])[C:11]1[CH:16]=[CH:15][N:14]=[CH:13][CH:12]=1)([CH3:8])[CH3:7].[B:21](OC(C)C)([O:26]C(C)C)[O:22]C(C)C.Cl. Product: [CH:18]([N:9]([CH:6]([CH3:8])[CH3:7])[C:10]([C:11]1[CH:12]=[CH:13][N:14]=[CH:15][C:16]=1[B:21]([OH:26])[OH:22])=[O:17])([CH3:20])[CH3:19]. The catalyst class is: 323. (3) Reactant: [Cl:1][C:2]1[CH:3]=[C:4]([CH:12]([CH2:27][CH:28]2[CH2:33][CH2:32][O:31][CH2:30][CH2:29]2)[C:13](=O)[CH2:14][CH2:15][C:16]([C:18]2[S:19][C:20]([CH:23]([OH:25])[CH3:24])=[CH:21][N:22]=2)=O)[CH:5]=[CH:6][C:7]=1[S:8]([CH3:11])(=[O:10])=[O:9].C([O-])(=O)C.[NH4+:38].[OH-].[Na+]. Product: [Cl:1][C:2]1[CH:3]=[C:4]([CH:12]([C:13]2[NH:38][C:16]([C:18]3[S:19][C:20]([CH:23]([OH:25])[CH3:24])=[CH:21][N:22]=3)=[CH:15][CH:14]=2)[CH2:27][CH:28]2[CH2:29][CH2:30][O:31][CH2:32][CH2:33]2)[CH:5]=[CH:6][C:7]=1[S:8]([CH3:11])(=[O:10])=[O:9]. The catalyst class is: 15.